From a dataset of Reaction yield outcomes from USPTO patents with 853,638 reactions. Predict the reaction yield, written as a fraction of the theoretical maximum amount of product (1.0 means a 100% yield; for example, 0.34 means a 34% yield). (1) The reactants are [CH3:1][NH:2][C:3](=O)[C:4]1[CH:9]=[CH:8][CH:7]=[C:6]([N+:10]([O-:12])=[O:11])[CH:5]=1.[N-:14]=[N+:15]=[N-:16].[Na+].FC(F)(F)S(OS(C(F)(F)F)(=O)=O)(=O)=O.[OH-].[Na+]. The catalyst is C(#N)C. The product is [CH3:1][N:2]1[C:3]([C:4]2[CH:9]=[CH:8][CH:7]=[C:6]([N+:10]([O-:12])=[O:11])[CH:5]=2)=[N:16][N:15]=[N:14]1. The yield is 0.540. (2) The reactants are [F:1][C:2]1[CH:7]=[CH:6][C:5]([CH:8]2[C:12](=[O:13])[O:11][C:10](=[O:14])[NH:9]2)=[CH:4][CH:3]=1.Cl[C:16]([O:18][CH2:19][C:20]1[CH:25]=[CH:24][CH:23]=[CH:22][CH:21]=1)=[O:17].CN1CCOCC1. The catalyst is C1COCC1. The product is [F:1][C:2]1[CH:3]=[CH:4][C:5]([CH:8]2[C:12](=[O:13])[O:11][C:10](=[O:14])[N:9]2[C:16]([O:18][CH2:19][C:20]2[CH:25]=[CH:24][CH:23]=[CH:22][CH:21]=2)=[O:17])=[CH:6][CH:7]=1. The yield is 0.640. (3) The reactants are [NH:1]1[C:9]2[C:4](=[CH:5][C:6]([C:10]([O:12][CH3:13])=[O:11])=[CH:7][CH:8]=2)[CH:3]=[CH:2]1.Br[CH2:15][C:16]1[CH:21]=[CH:20][C:19]([F:22])=[CH:18][C:17]=1[F:23].[H-].[Na+].CO. The catalyst is CN(C=O)C. The product is [F:23][C:17]1[CH:18]=[C:19]([F:22])[CH:20]=[CH:21][C:16]=1[CH2:15][N:1]1[C:9]2[C:4](=[CH:5][C:6]([C:10]([O:12][CH3:13])=[O:11])=[CH:7][CH:8]=2)[CH:3]=[CH:2]1. The yield is 0.910. (4) The reactants are [CH:1]([C:3]1[CH:4]=[C:5]([CH:10]=[CH:11][C:12]=1OS(C(F)(F)F)(=O)=O)[C:6]([O:8][CH3:9])=[O:7])=[O:2].[F:21][C:22]1[CH:27]=[CH:26][C:25]([O:28][CH3:29])=[CH:24][C:23]=1B(O)O.C(=O)([O-])[O-].[Cs+].[Cs+]. The catalyst is COCCOC.[Pd].C1(P(C2C=CC=CC=2)C2C=CC=CC=2)C=CC=CC=1.C1(P(C2C=CC=CC=2)C2C=CC=CC=2)C=CC=CC=1.C1(P(C2C=CC=CC=2)C2C=CC=CC=2)C=CC=CC=1.C1(P(C2C=CC=CC=2)C2C=CC=CC=2)C=CC=CC=1. The product is [F:21][C:22]1[CH:27]=[CH:26][C:25]([O:28][CH3:29])=[CH:24][C:23]=1[C:12]1[CH:11]=[CH:10][C:5]([C:6]([O:8][CH3:9])=[O:7])=[CH:4][C:3]=1[CH:1]=[O:2]. The yield is 0.560. (5) The reactants are [CH3:1][N:2]1[CH2:7][CH2:6][C:5]([C:9]2[CH:10]=[C:11]3[C:15](=[CH:16][CH:17]=2)[CH2:14][N:13](C(C2C=CC=CC=2)(C2C=CC=CC=2)C2C=CC=CC=2)[CH2:12]3)([OH:8])[CH2:4][CH2:3]1.[ClH:37]. The catalyst is CO. The product is [ClH:37].[ClH:37].[CH2:14]1[C:15]2[C:11](=[CH:10][C:9]([C:5]3([OH:8])[CH2:6][CH2:7][N:2]([CH3:1])[CH2:3][CH2:4]3)=[CH:17][CH:16]=2)[CH2:12][NH:13]1. The yield is 1.00.